This data is from NCI-60 drug combinations with 297,098 pairs across 59 cell lines. The task is: Regression. Given two drug SMILES strings and cell line genomic features, predict the synergy score measuring deviation from expected non-interaction effect. Drug 1: CS(=O)(=O)OCCCCOS(=O)(=O)C. Drug 2: C1CNP(=O)(OC1)N(CCCl)CCCl. Cell line: HCT-15. Synergy scores: CSS=3.84, Synergy_ZIP=-3.59, Synergy_Bliss=-10.0, Synergy_Loewe=-21.1, Synergy_HSA=-9.78.